From a dataset of Catalyst prediction with 721,799 reactions and 888 catalyst types from USPTO. Predict which catalyst facilitates the given reaction. (1) Reactant: Cl[C:2]1[C:12]([C:13]#[N:14])=[CH:11][C:5]([C:6]([O:8][CH2:9][CH3:10])=[O:7])=[C:4]([CH3:15])[N:3]=1.C(N(CC)CC)C.[CH2:23]([S:30]([NH:33][C:34]([CH:36]1[CH2:41][CH2:40][NH:39][CH2:38][CH2:37]1)=[O:35])(=[O:32])=[O:31])[C:24]1[CH:29]=[CH:28][CH:27]=[CH:26][CH:25]=1.OS([O-])(=O)=O.[K+]. Product: [CH2:9]([O:8][C:6](=[O:7])[C:5]1[CH:11]=[C:12]([C:13]#[N:14])[C:2]([N:39]2[CH2:40][CH2:41][CH:36]([C:34]([NH:33][S:30]([CH2:23][C:24]3[CH:25]=[CH:26][CH:27]=[CH:28][CH:29]=3)(=[O:32])=[O:31])=[O:35])[CH2:37][CH2:38]2)=[N:3][C:4]=1[CH3:15])[CH3:10]. The catalyst class is: 351. (2) Reactant: [CH:1]([O:4][C:5]1[N:10]=[C:9]([C:11]2[C:19]3[C:14](=[CH:15][CH:16]=[C:17]([C:20]4[N:24]=[C:23]([NH:25][CH:26]([CH3:28])[CH3:27])[O:22][N:21]=4)[CH:18]=3)[N:13](S(C3C=CC(C)=CC=3)(=O)=O)[CH:12]=2)[CH:8]=[N:7][CH:6]=1)([CH3:3])[CH3:2].[OH-].[Na+]. Product: [CH:1]([O:4][C:5]1[N:10]=[C:9]([C:11]2[C:19]3[C:14](=[CH:15][CH:16]=[C:17]([C:20]4[N:24]=[C:23]([NH:25][CH:26]([CH3:28])[CH3:27])[O:22][N:21]=4)[CH:18]=3)[NH:13][CH:12]=2)[CH:8]=[N:7][CH:6]=1)([CH3:3])[CH3:2]. The catalyst class is: 12. (3) Reactant: [Cl:1][C:2]1[CH:3]=[CH:4][C:5]([C:25]#[N:26])=[C:6]([C:8]2[C:13]([O:14][CH3:15])=[CH:12][N:11]([CH2:16][C:17]([O:19][C:20]([CH3:23])([CH3:22])[CH3:21])=[O:18])[C:10](=[O:24])[CH:9]=2)[CH:7]=1.FC(F)(F)S(O[CH2:33][C:34]1([C:37]([F:40])([F:39])[F:38])[CH2:36][CH2:35]1)(=O)=O. Product: [Cl:1][C:2]1[CH:3]=[CH:4][C:5]([C:25]#[N:26])=[C:6]([C:8]2[C:13]([O:14][CH3:15])=[CH:12][N:11]([CH:16]([CH2:33][C:34]3([C:37]([F:40])([F:39])[F:38])[CH2:36][CH2:35]3)[C:17]([O:19][C:20]([CH3:21])([CH3:22])[CH3:23])=[O:18])[C:10](=[O:24])[CH:9]=2)[CH:7]=1. The catalyst class is: 1. (4) Reactant: [CH2:1]([N:3]1[CH2:8][CH2:7][CH2:6][CH:5]([CH2:9]O)[CH2:4]1)[CH3:2].C(Br)(Br)(Br)[Br:12]. Product: [Br:12][CH2:9][CH:5]1[CH2:6][CH2:7][CH2:8][N:3]([CH2:1][CH3:2])[CH2:4]1. The catalyst class is: 7. (5) Reactant: S(=O)(=O)(O)O.[CH2:6]1[C:15]2[C:10](=[CH:11][CH:12]=[CH:13][CH:14]=2)[CH2:9][CH2:8][N:7]1[C:16]1[N:17]=[C:18](N)[CH:19]=[C:20]2[C:24]([CH3:25])=[C:23]([CH3:26])[N:22]([CH2:27][C:28]3[CH:33]=[CH:32][CH:31]=[C:30]([F:34])[CH:29]=3)[C:21]=12.N([O-])=[O:37].[Na+].N. Product: [CH2:6]1[C:15]2[C:10](=[CH:11][CH:12]=[CH:13][CH:14]=2)[CH2:9][CH2:8][N:7]1[C:16]1[N:17]=[C:18]([OH:37])[CH:19]=[C:20]2[C:24]([CH3:25])=[C:23]([CH3:26])[N:22]([CH2:27][C:28]3[CH:33]=[CH:32][CH:31]=[C:30]([F:34])[CH:29]=3)[C:21]=12. The catalyst class is: 6.